Dataset: Peptide-MHC class I binding affinity with 185,985 pairs from IEDB/IMGT. Task: Regression. Given a peptide amino acid sequence and an MHC pseudo amino acid sequence, predict their binding affinity value. This is MHC class I binding data. (1) The peptide sequence is VLKMVEPWLR. The MHC is HLA-A33:01 with pseudo-sequence HLA-A33:01. The binding affinity (normalized) is 0.370. (2) The peptide sequence is MPARLWLCL. The MHC is BoLA-AW10 with pseudo-sequence BoLA-AW10. The binding affinity (normalized) is 0.0641. (3) The peptide sequence is FIPSYDFPSV. The MHC is HLA-A02:05 with pseudo-sequence HLA-A02:05. The binding affinity (normalized) is 0.847.